Dataset: Peptide-MHC class I binding affinity with 185,985 pairs from IEDB/IMGT. Task: Regression. Given a peptide amino acid sequence and an MHC pseudo amino acid sequence, predict their binding affinity value. This is MHC class I binding data. (1) The peptide sequence is HSKKKCDDL. The MHC is HLA-A02:03 with pseudo-sequence HLA-A02:03. The binding affinity (normalized) is 0. (2) The peptide sequence is MTGDTPINIF. The MHC is Mamu-A01 with pseudo-sequence Mamu-A01. The binding affinity (normalized) is 0.495. (3) The peptide sequence is PTPETVITSS. The MHC is Mamu-A01 with pseudo-sequence Mamu-A01. The binding affinity (normalized) is 0.834. (4) The peptide sequence is FVNYNFTLV. The MHC is Mamu-A2201 with pseudo-sequence Mamu-A2201. The binding affinity (normalized) is 0. (5) The peptide sequence is AMLTAFFLR. The MHC is HLA-A30:01 with pseudo-sequence HLA-A30:01. The binding affinity (normalized) is 0.131. (6) The peptide sequence is LEKASLIEV. The MHC is HLA-B44:02 with pseudo-sequence HLA-B44:02. The binding affinity (normalized) is 0.